Dataset: Catalyst prediction with 721,799 reactions and 888 catalyst types from USPTO. Task: Predict which catalyst facilitates the given reaction. (1) Reactant: [OH:1][C@H:2]1[CH2:6][N:5]([C:7](=[O:20])[C@@H:8]([NH:12]C(=O)OC(C)(C)C)[CH:9]([CH3:11])[CH3:10])[C@H:4]([C:21](=[O:36])[NH:22][CH2:23][C:24]2[CH:29]=[CH:28][C:27]([C:30]3[S:34][CH:33]=[N:32][C:31]=3[CH3:35])=[CH:26][CH:25]=2)[CH2:3]1.[ClH:37].O1CCOCC1. Product: [ClH:37].[NH2:12][C@@H:8]([CH:9]([CH3:11])[CH3:10])[C:7]([N:5]1[CH2:6][C@H:2]([OH:1])[CH2:3][C@H:4]1[C:21]([NH:22][CH2:23][C:24]1[CH:29]=[CH:28][C:27]([C:30]2[S:34][CH:33]=[N:32][C:31]=2[CH3:35])=[CH:26][CH:25]=1)=[O:36])=[O:20]. The catalyst class is: 1. (2) Reactant: Cl[C:2]1[C:7]([C:8]([F:11])([F:10])[F:9])=[CH:6][N:5]=[C:4]([NH:12][C:13]2[CH:18]=[CH:17][C:16]([P:19]([CH3:22])([CH3:21])=[O:20])=[CH:15][CH:14]=2)[N:3]=1.C(N(CC)CC)C.Cl.[NH2:31][N:32]1[CH2:39][CH:38]2[CH:34]([CH2:35][CH2:36][CH2:37]2)[CH2:33]1. Product: [CH3:21][P:19]([C:16]1[CH:17]=[CH:18][C:13]([NH:12][C:4]2[N:3]=[C:2]([NH:31][N:32]3[CH2:39][CH:38]4[CH2:37][CH2:36][CH2:35][CH:34]4[CH2:33]3)[C:7]([C:8]([F:11])([F:10])[F:9])=[CH:6][N:5]=2)=[CH:14][CH:15]=1)([CH3:22])=[O:20]. The catalyst class is: 8. (3) Reactant: [NH2:1][C:2]1[C:10]([Br:11])=[CH:9][CH:8]=[CH:7][C:3]=1[C:4](O)=[O:5].[C:12](N1C=CN=C1)([N:14]1C=CN=C1)=O.CN.C1COCC1. Product: [NH2:1][C:2]1[C:10]([Br:11])=[CH:9][CH:8]=[CH:7][C:3]=1[C:4]([NH:14][CH3:12])=[O:5]. The catalyst class is: 1. (4) Reactant: [CH2:1]([O:8][C:9](=[O:25])[CH:10]([NH:16][C:17](=[O:24])[C:18]1[CH:23]=[CH:22][CH:21]=[CH:20][CH:19]=1)[C:11](=O)[CH:12]([CH3:14])[CH3:13])[C:2]1[CH:7]=[CH:6][CH:5]=[CH:4][CH:3]=1.C1(P(C2C=CC=CC=2)C2C=CC=CC=2)C=CC=CC=1.II.C(N(CC)CC)C. Product: [CH2:1]([O:8][C:9]([C:10]1[N:16]=[C:17]([C:18]2[CH:23]=[CH:22][CH:21]=[CH:20][CH:19]=2)[O:24][C:11]=1[CH:12]([CH3:14])[CH3:13])=[O:25])[C:2]1[CH:7]=[CH:6][CH:5]=[CH:4][CH:3]=1. The catalyst class is: 7. (5) Reactant: [C:1]([O:4][CH2:5][C:6]1[CH:15]=[CH:14][C:13]2[C:8](=[CH:9][CH:10]=[CH:11][C:12]=2[NH2:16])[N:7]=1)(=[O:3])[CH3:2].[F:17][C:18]1[CH:19]=[CH:20][C:21]([O:36][CH3:37])=[C:22]([C:24]([CH3:35])([CH3:34])[CH2:25][C:26]([OH:33])([C:29]([F:32])([F:31])[F:30])[CH:27]=O)[CH:23]=1.C(O)(=O)C.CCCCCC.C(OCC)(=O)C. Product: [C:1]([O:4][CH2:5][C:6]1[CH:15]=[CH:14][C:13]2[C:8](=[CH:9][CH:10]=[CH:11][C:12]=2[N:16]=[CH:27][C:26]([C:29]([F:30])([F:32])[F:31])([OH:33])[CH2:25][C:24]([C:22]2[CH:23]=[C:18]([F:17])[CH:19]=[CH:20][C:21]=2[O:36][CH3:37])([CH3:34])[CH3:35])[N:7]=1)(=[O:3])[CH3:2]. The catalyst class is: 11. (6) Reactant: [C:1]([NH:8][CH2:9][CH2:10][NH2:11])([O:3]C(C)(C)C)=O.[C:12]1([CH3:21])[CH:17]=[CH:16][CH:15]=[C:14]([N:18]=C=O)[CH:13]=1. Product: [CH3:21][C:12]1[CH:13]=[C:14]([NH:18][C:1]([NH:8][CH2:9][CH2:10][NH2:11])=[O:3])[CH:15]=[CH:16][CH:17]=1. The catalyst class is: 10. (7) Reactant: Cl[C:2]1[C:3]2[S:23](=[O:24])[CH2:22][CH2:21][C:4]=2[N:5]=[C:6]([N:8]2[CH2:13][CH2:12][N:11]([C:14]3[CH:19]=[CH:18][C:17]([Cl:20])=[CH:16][CH:15]=3)[CH2:10][CH2:9]2)[N:7]=1.FC(F)(F)C(O)=O.[OH:32][CH2:33][C@H:34]1[NH:38][CH2:37][C@H:36]([OH:39])[CH2:35]1.C(N(C(C)C)CC)(C)C.O. Product: [Cl:20][C:17]1[CH:18]=[CH:19][C:14]([N:11]2[CH2:12][CH2:13][N:8]([C:6]3[N:7]=[C:2]([N:38]4[C@H:34]([CH2:33][OH:32])[CH2:35][C@@H:36]([OH:39])[CH2:37]4)[C:3]4[S:23](=[O:24])[CH2:22][CH2:21][C:4]=4[N:5]=3)[CH2:9][CH2:10]2)=[CH:15][CH:16]=1. The catalyst class is: 346. (8) Reactant: FC(F)(F)S(O[C:7]1[CH:16]=[C:15]2[C:10]([CH2:11][CH2:12][C:13](=[O:17])[NH:14]2)=[CH:9][CH:8]=1)(=O)=O.[CH3:20][N:21](C=O)C. Product: [O:17]=[C:13]1[CH2:12][CH2:11][C:10]2[C:15](=[CH:16][C:7]([C:20]#[N:21])=[CH:8][CH:9]=2)[NH:14]1. The catalyst class is: 380. (9) Product: [F:45][C:44]([F:47])([F:46])[S:41]([NH:8][CH2:9][CH2:10][CH2:11][CH2:12][CH2:13][N:14]1[C:18]2=[CH:19][N:20]=[C:21]3[CH:22]=[CH:23][CH:24]=[C:16]([N:17]23)[C:15]1=[O:25])(=[O:43])=[O:42]. Reactant: C(OC([NH:8][CH2:9][CH2:10][CH2:11][CH2:12][CH2:13][N:14]1[C:18]2=[CH:19][N:20]=[C:21]3[CH:22]=[CH:23][CH:24]=[C:16]([N:17]23)[C:15]1=[O:25])=O)(C)(C)C.Cl.C(N(CC)CC)C.C1C=CC(N([S:41]([C:44]([F:47])([F:46])[F:45])(=[O:43])=[O:42])[S:41]([C:44]([F:47])([F:46])[F:45])(=[O:43])=[O:42])=CC=1. The catalyst class is: 449. (10) Reactant: [Li]C(C)(C)C.[CH:6]([Si:9]([CH:18]([CH3:20])[CH3:19])([CH:15]([CH3:17])[CH3:16])[C:10]1[O:11][CH:12]=[CH:13][N:14]=1)([CH3:8])[CH3:7].[Sn:21](Cl)([CH2:30][CH2:31][CH2:32][CH3:33])([CH2:26][CH2:27][CH2:28][CH3:29])[CH2:22][CH2:23][CH2:24][CH3:25]. Product: [CH2:30]([Sn:21]([CH2:22][CH2:23][CH2:24][CH3:25])([CH2:26][CH2:27][CH2:28][CH3:29])[C:12]1[O:11][C:10]([Si:9]([CH:6]([CH3:8])[CH3:7])([CH:15]([CH3:17])[CH3:16])[CH:18]([CH3:20])[CH3:19])=[N:14][CH:13]=1)[CH2:31][CH2:32][CH3:33]. The catalyst class is: 56.